Dataset: NCI-60 drug combinations with 297,098 pairs across 59 cell lines. Task: Regression. Given two drug SMILES strings and cell line genomic features, predict the synergy score measuring deviation from expected non-interaction effect. (1) Drug 1: C1=CC=C(C=C1)NC(=O)CCCCCCC(=O)NO. Drug 2: C1CC(C1)(C2=CC=C(C=C2)C3=C(C=C4C(=N3)C=CN5C4=NNC5=O)C6=CC=CC=C6)N. Cell line: HCT116. Synergy scores: CSS=63.9, Synergy_ZIP=6.27, Synergy_Bliss=3.84, Synergy_Loewe=-1.78, Synergy_HSA=5.19. (2) Drug 1: C1=CC(=C2C(=C1NCCNCCO)C(=O)C3=C(C=CC(=C3C2=O)O)O)NCCNCCO. Drug 2: CC1=CC=C(C=C1)C2=CC(=NN2C3=CC=C(C=C3)S(=O)(=O)N)C(F)(F)F. Cell line: HCT116. Synergy scores: CSS=61.1, Synergy_ZIP=6.62, Synergy_Bliss=5.17, Synergy_Loewe=-13.5, Synergy_HSA=8.29. (3) Drug 1: CC1=C(C=C(C=C1)NC(=O)C2=CC=C(C=C2)CN3CCN(CC3)C)NC4=NC=CC(=N4)C5=CN=CC=C5. Drug 2: CC=C1C(=O)NC(C(=O)OC2CC(=O)NC(C(=O)NC(CSSCCC=C2)C(=O)N1)C(C)C)C(C)C. Cell line: SNB-75. Synergy scores: CSS=34.8, Synergy_ZIP=0.0217, Synergy_Bliss=-0.0769, Synergy_Loewe=-32.5, Synergy_HSA=0.0498. (4) Drug 1: CC1C(C(CC(O1)OC2CC(CC3=C2C(=C4C(=C3O)C(=O)C5=C(C4=O)C(=CC=C5)OC)O)(C(=O)C)O)N)O.Cl. Drug 2: C1=CN(C=N1)CC(O)(P(=O)(O)O)P(=O)(O)O. Cell line: OVCAR-8. Synergy scores: CSS=-3.29, Synergy_ZIP=-7.88, Synergy_Bliss=-19.1, Synergy_Loewe=-30.4, Synergy_HSA=-19.7. (5) Drug 1: C1=CC=C(C=C1)NC(=O)CCCCCCC(=O)NO. Drug 2: C1=NC2=C(N1)C(=S)N=CN2. Cell line: OVCAR-8. Synergy scores: CSS=44.0, Synergy_ZIP=-4.78, Synergy_Bliss=7.55, Synergy_Loewe=7.89, Synergy_HSA=10.8. (6) Drug 1: CCCS(=O)(=O)NC1=C(C(=C(C=C1)F)C(=O)C2=CNC3=C2C=C(C=N3)C4=CC=C(C=C4)Cl)F. Drug 2: CC12CCC3C(C1CCC2=O)CC(=C)C4=CC(=O)C=CC34C. Cell line: UACC62. Synergy scores: CSS=51.9, Synergy_ZIP=0.469, Synergy_Bliss=-0.198, Synergy_Loewe=-2.05, Synergy_HSA=3.68. (7) Drug 1: CCCCC(=O)OCC(=O)C1(CC(C2=C(C1)C(=C3C(=C2O)C(=O)C4=C(C3=O)C=CC=C4OC)O)OC5CC(C(C(O5)C)O)NC(=O)C(F)(F)F)O. Drug 2: CC(C)(C#N)C1=CC(=CC(=C1)CN2C=NC=N2)C(C)(C)C#N. Cell line: MDA-MB-231. Synergy scores: CSS=7.80, Synergy_ZIP=6.56, Synergy_Bliss=20.9, Synergy_Loewe=15.0, Synergy_HSA=15.4. (8) Drug 1: C1=NC2=C(N=C(N=C2N1C3C(C(C(O3)CO)O)F)Cl)N. Drug 2: C1=CC=C(C=C1)NC(=O)CCCCCCC(=O)NO. Cell line: DU-145. Synergy scores: CSS=22.4, Synergy_ZIP=-2.26, Synergy_Bliss=3.68, Synergy_Loewe=-1.49, Synergy_HSA=2.72. (9) Drug 1: C1=NC2=C(N1)C(=S)N=C(N2)N. Drug 2: CCN(CC)CCCC(C)NC1=C2C=C(C=CC2=NC3=C1C=CC(=C3)Cl)OC. Cell line: TK-10. Synergy scores: CSS=36.1, Synergy_ZIP=-6.35, Synergy_Bliss=2.58, Synergy_Loewe=3.05, Synergy_HSA=5.22.